Dataset: Peptide-MHC class II binding affinity with 134,281 pairs from IEDB. Task: Regression. Given a peptide amino acid sequence and an MHC pseudo amino acid sequence, predict their binding affinity value. This is MHC class II binding data. The peptide sequence is KHYCAPAGFAILKCN. The MHC is DRB1_0103 with pseudo-sequence DRB1_0103. The binding affinity (normalized) is 0.0412.